Dataset: Forward reaction prediction with 1.9M reactions from USPTO patents (1976-2016). Task: Predict the product of the given reaction. (1) Given the reactants [CH3:1][N:2]1[C:14]2[CH2:13][CH2:12][C@@H:11]([CH:15]3[CH2:20][CH2:19][O:18][CH2:17][CH2:16]3)[CH2:10][C:9]=2[C:8]2[C:3]1=[CH:4][CH:5]=[C:6]([C:21]([OH:23])=O)[CH:7]=2.Cl.[CH3:25][NH:26][CH2:27][CH2:28][CH2:29][C:30]([O:32][CH3:33])=[O:31].CN(C(ON1N=NC2C=CC=NC1=2)=[N+](C)C)C.F[P-](F)(F)(F)(F)F.C(N(CC)C(C)C)(C)C, predict the reaction product. The product is: [CH3:25][N:26]([CH2:27][CH2:28][CH2:29][C:30]([O:32][CH3:33])=[O:31])[C:21]([C:6]1[CH:7]=[C:8]2[C:3](=[CH:4][CH:5]=1)[N:2]([CH3:1])[C:14]1[CH2:13][CH2:12][C@@H:11]([CH:15]3[CH2:20][CH2:19][O:18][CH2:17][CH2:16]3)[CH2:10][C:9]2=1)=[O:23]. (2) Given the reactants [Cl:1][C:2]1[CH:7]=[CH:6][C:5]([C:8]2[CH:13]=[C:12]([C:14]([F:17])([F:16])[F:15])[NH:11][C:10](=O)[N:9]=2)=[CH:4][CH:3]=1.P(Cl)(Cl)([Cl:21])=O, predict the reaction product. The product is: [Cl:21][C:10]1[N:9]=[C:8]([C:5]2[CH:6]=[CH:7][C:2]([Cl:1])=[CH:3][CH:4]=2)[CH:13]=[C:12]([C:14]([F:17])([F:16])[F:15])[N:11]=1. (3) Given the reactants [NH2:1][C:2]1[CH:11]=[CH:10][C:9]2[C:4](=[CH:5][CH:6]=[CH:7][C:8]=2[OH:12])[CH:3]=1.[H-].[Na+].[CH3:15]I.O, predict the reaction product. The product is: [NH2:1][C:2]1[CH:11]=[CH:10][C:9]2[C:4](=[CH:5][CH:6]=[CH:7][C:8]=2[O:12][CH3:15])[CH:3]=1.